This data is from Full USPTO retrosynthesis dataset with 1.9M reactions from patents (1976-2016). The task is: Predict the reactants needed to synthesize the given product. (1) The reactants are: [CH3:1][NH:2][C:3]([C:5]1[S:6][CH:7]=[C:8]([CH3:19])[C:9]=1[NH:10][C:11]1[C:16]([Cl:17])=[CH:15][N:14]=[C:13]([Cl:18])[N:12]=1)=[O:4].S(Cl)([Cl:23])(=O)=O. Given the product [CH3:1][NH:2][C:3]([C:5]1[S:6][C:7]([Cl:23])=[C:8]([CH3:19])[C:9]=1[NH:10][C:11]1[C:16]([Cl:17])=[CH:15][N:14]=[C:13]([Cl:18])[N:12]=1)=[O:4], predict the reactants needed to synthesize it. (2) Given the product [NH2:8][C:9]1([CH2:14][NH:15][C:16]2[C:25]3[C:20](=[CH:21][CH:22]=[CH:23][CH:24]=3)[N:19]=[C:18]([N:27]3[CH2:33][C:32]4[CH:34]=[CH:35][CH:36]=[CH:37][C:31]=4[S:30](=[O:38])(=[O:39])[CH2:29][CH2:28]3)[CH:17]=2)[CH2:13][O:11][CH2:10]1, predict the reactants needed to synthesize it. The reactants are: C([N:8](CC1C=CC=CC=1)[C:9]1([CH2:14][NH:15][C:16]2[C:25]3[C:20](=[CH:21][CH:22]=[C:23](C)[CH:24]=3)[N:19]=[C:18]([N:27]3[CH2:33][C:32]4[CH:34]=[CH:35][CH:36]=[CH:37][C:31]=4[S:30](=[O:39])(=[O:38])[CH2:29][CH2:28]3)[CH:17]=2)[CH2:13]C[O:11][CH2:10]1)C1C=CC=CC=1.NCC1(N)COC1. (3) Given the product [N+:14]([C:8]1[C:9]2[CH:10]=[CH:11][O:12][C:13]=2[C:5]([CH2:4][C:3]#[N:2])=[CH:6][CH:7]=1)([O-:16])=[O:15], predict the reactants needed to synthesize it. The reactants are: C[N:2](C)[CH:3]=[CH:4][C:5]1[C:13]2[O:12][CH:11]=[CH:10][C:9]=2[C:8]([N+:14]([O-:16])=[O:15])=[CH:7][CH:6]=1.NOS(O)(=O)=O.CN(C)C=O. (4) Given the product [CH3:4][C:3]([CH3:5])([C:6]1[CH:11]=[CH:10][CH:9]=[CH:8][CH:7]=1)[CH2:2][C:19]([OH:21])=[O:20], predict the reactants needed to synthesize it. The reactants are: [Mg].[CH2:2](Cl)[C:3]([C:6]1[CH:11]=[CH:10][CH:9]=[CH:8][CH:7]=1)([CH3:5])[CH3:4].II.BrCCBr.[C:19](=[O:21])=[O:20].